This data is from Peptide-MHC class II binding affinity with 134,281 pairs from IEDB. The task is: Regression. Given a peptide amino acid sequence and an MHC pseudo amino acid sequence, predict their binding affinity value. This is MHC class II binding data. (1) The peptide sequence is VEKSQLLNEFNNLYA. The MHC is DRB1_1302 with pseudo-sequence DRB1_1302. The binding affinity (normalized) is 0.566. (2) The peptide sequence is FDRSTKVIDFHYPNE. The MHC is HLA-DPA10103-DPB10401 with pseudo-sequence HLA-DPA10103-DPB10401. The binding affinity (normalized) is 0. (3) The peptide sequence is FKVQFLFSSMIDPLI. The MHC is DRB1_0404 with pseudo-sequence DRB1_0404. The binding affinity (normalized) is 0.619. (4) The peptide sequence is YVAWMSATAALAREA. The MHC is DRB3_0101 with pseudo-sequence DRB3_0101. The binding affinity (normalized) is 0.338.